From a dataset of Peptide-MHC class II binding affinity with 134,281 pairs from IEDB. Regression. Given a peptide amino acid sequence and an MHC pseudo amino acid sequence, predict their binding affinity value. This is MHC class II binding data. (1) The peptide sequence is AAVVRFQEAANKQKQ. The MHC is DRB1_1501 with pseudo-sequence DRB1_1501. The binding affinity (normalized) is 0.374. (2) The peptide sequence is AASLRKAGKSVVVLNK. The MHC is HLA-DQA10501-DQB10402 with pseudo-sequence HLA-DQA10501-DQB10402. The binding affinity (normalized) is 0.445.